Dataset: Forward reaction prediction with 1.9M reactions from USPTO patents (1976-2016). Task: Predict the product of the given reaction. (1) Given the reactants [CH2:1]([O:5][C:6]1[C:15]2[C:10](=[CH:11][CH:12]=[C:13]([C:16](O)=[O:17])[CH:14]=2)[C:9](=[O:19])[N:8]([CH2:20][CH:21]([CH3:23])[CH3:22])[C:7]=1[CH2:24][NH:25][C:26]([O:28][C:29]([CH3:32])([CH3:31])[CH3:30])=[O:27])[CH2:2][CH2:3][CH3:4].CN1CCOCC1.ClC(OCC)=O.[BH4-].[Na+], predict the reaction product. The product is: [CH2:1]([O:5][C:6]1[C:15]2[C:10](=[CH:11][CH:12]=[C:13]([CH2:16][OH:17])[CH:14]=2)[C:9](=[O:19])[N:8]([CH2:20][CH:21]([CH3:22])[CH3:23])[C:7]=1[CH2:24][NH:25][C:26](=[O:27])[O:28][C:29]([CH3:31])([CH3:30])[CH3:32])[CH2:2][CH2:3][CH3:4]. (2) Given the reactants [NH2:1][C:2]1[CH:7]=[CH:6][C:5]([C:8]2([CH2:11][NH:12][C:13](=[O:15])[CH3:14])[CH2:10][CH2:9]2)=[CH:4][CH:3]=1.[CH3:16][O:17][C:18]1[CH:19]=[C:20]([CH:24]=[CH:25][C:26]=1[O:27][CH3:28])[C:21](Cl)=[O:22].C(N(CC)CC)C, predict the reaction product. The product is: [C:13]([NH:12][CH2:11][C:8]1([C:5]2[CH:4]=[CH:3][C:2]([NH:1][C:21](=[O:22])[C:20]3[CH:24]=[CH:25][C:26]([O:27][CH3:28])=[C:18]([O:17][CH3:16])[CH:19]=3)=[CH:7][CH:6]=2)[CH2:9][CH2:10]1)(=[O:15])[CH3:14]. (3) Given the reactants [Br:1][C:2]1[CH:10]=[CH:9][CH:8]=[C:7]2[C:3]=1[CH2:4][C:5](=O)[NH:6]2.Cl.[OH-].[Na+].O, predict the reaction product. The product is: [Br:1][C:2]1[CH:10]=[CH:9][CH:8]=[C:7]2[C:3]=1[CH2:4][CH2:5][NH:6]2. (4) The product is: [BrH:1].[Cl:15][C:10]1[CH:11]=[CH:12][CH:13]=[C:14]2[C:9]=1[CH:8]=[CH:7][CH:6]=[C:5]2[C:3]1[N:19]2[CH2:20][CH2:21][N:17]=[C:18]2[S:22][C:2]=1[CH3:16]. Given the reactants [Br:1][CH:2]([CH3:16])[C:3]([C:5]1[C:14]2[C:9](=[C:10]([Cl:15])[CH:11]=[CH:12][CH:13]=2)[CH:8]=[CH:7][CH:6]=1)=O.[NH:17]1[CH2:21][CH2:20][NH:19][C:18]1=[S:22].CC(O)=O, predict the reaction product. (5) Given the reactants [N+:1]([C:4]1[CH:5]=[C:6]([S:10]([CH2:13][CH2:14][CH2:15][CH2:16][N:17]2C(=O)C3C(=CC=CC=3)C2=O)(=[NH:12])=[O:11])[CH:7]=[CH:8][CH:9]=1)([O-:3])=[O:2].O.NN, predict the reaction product. The product is: [NH2:17][CH2:16][CH2:15][CH2:14][CH2:13][S:10]([C:6]1[CH:7]=[CH:8][CH:9]=[C:4]([N+:1]([O-:3])=[O:2])[CH:5]=1)(=[NH:12])=[O:11]. (6) Given the reactants [CH2:1]([NH2:3])[CH3:2].F[C:5]1[CH:10]=[CH:9][CH:8]=[CH:7][C:6]=1[N+:11]([O-])=O.[BH4-].[Na+].[C:16](N1C=CN=C1)(N1C=CN=C1)=[O:17].Cl, predict the reaction product. The product is: [CH2:1]([N:3]1[C:5]2[CH:10]=[CH:9][CH:8]=[CH:7][C:6]=2[NH:11][C:16]1=[O:17])[CH3:2]. (7) Given the reactants [CH:1]1[C:6]([CH2:7][CH2:8][OH:9])=[CH:5][CH:4]=[C:3]([OH:10])[CH:2]=1.N1C=CC=CC=1.ClC(Cl)([O:20][C:21](=[O:27])[O:22]C(Cl)(Cl)Cl)Cl.O, predict the reaction product. The product is: [CH:1]1[C:6]([CH2:7][CH2:8][OH:9])=[CH:5][CH:4]=[C:3]([OH:10])[CH:2]=1.[C:21](=[O:20])([O-:27])[O-:22].